Dataset: Forward reaction prediction with 1.9M reactions from USPTO patents (1976-2016). Task: Predict the product of the given reaction. (1) Given the reactants [CH2:1]([S:3]([C:6]1[CH:7]=[C:8]([C:12]2[CH:20]=[C:19]([C:21]#[N:22])[CH:18]=[C:17]3[C:13]=2[C:14]2[CH:26]=[C:25]([CH3:27])[CH:24]=[N:23][C:15]=2[NH:16]3)[CH:9]=[CH:10][CH:11]=1)(=[O:5])=[O:4])[CH3:2].[N-:28]=[N+:29]=[N-:30].[Na+].[Cl-].[NH4+], predict the reaction product. The product is: [CH2:1]([S:3]([C:6]1[CH:7]=[C:8]([C:12]2[CH:20]=[C:19]([C:21]3[N:28]=[N:29][NH:30][N:22]=3)[CH:18]=[C:17]3[C:13]=2[C:14]2[CH:26]=[C:25]([CH3:27])[CH:24]=[N:23][C:15]=2[NH:16]3)[CH:9]=[CH:10][CH:11]=1)(=[O:5])=[O:4])[CH3:2]. (2) Given the reactants [OH:1][CH:2]1[CH:7]([NH:8]C(=O)OC(C)(C)C)[CH2:6][CH2:5][N:4]([CH2:16][CH2:17][N:18]2[C:27]3[C:22](=[CH:23][CH:24]=[C:25]([O:28][CH3:29])[CH:26]=3)[N:21]=[CH:20][C:19]2=[O:30])[CH2:3]1.FC(F)(F)C(O)=O, predict the reaction product. The product is: [NH2:8][CH:7]1[CH2:6][CH2:5][N:4]([CH2:16][CH2:17][N:18]2[C:27]3[C:22](=[CH:23][CH:24]=[C:25]([O:28][CH3:29])[CH:26]=3)[N:21]=[CH:20][C:19]2=[O:30])[CH2:3][CH:2]1[OH:1]. (3) The product is: [OH:8][C:9]1[C:4]([C:5](=[O:26])[CH3:6])=[C:3]([O:2][CH3:1])[C:12]([O:13][CH3:14])=[C:11]([O:15][CH3:16])[CH:10]=1. Given the reactants [CH3:1][O:2][C:3]1[C:12]([O:13][CH3:14])=[C:11]([O:15][CH3:16])[CH:10]=[C:9]2[C:4]=1[C:5](=[O:26])[CH:6]=C(C1C=CC([N+]([O-])=O)=CC=1)[O:8]2.B(Br)(Br)Br, predict the reaction product. (4) Given the reactants [CH3:1][C:2]1[S:6][C:5]([C:7]([OH:9])=O)=[N:4][CH:3]=1.C(Cl)CCl.C1C=CC2N(O)N=NC=2C=1.[NH:24]([C:26]([O:28][C:29]([CH3:32])([CH3:31])[CH3:30])=[O:27])[NH2:25], predict the reaction product. The product is: [CH3:1][C:2]1[S:6][C:5]([C:7]([NH:25][NH:24][C:26]([O:28][C:29]([CH3:32])([CH3:31])[CH3:30])=[O:27])=[O:9])=[N:4][CH:3]=1. (5) Given the reactants [ClH:1].C([N:9]1[CH2:13][CH2:12][C@H:11]([N:14]([CH2:16][CH2:17][O:18][Si](C(C)(C)C)(C)C)[CH3:15])[CH2:10]1)C1C=CC=CC=1, predict the reaction product. The product is: [ClH:1].[ClH:1].[OH:18][CH2:17][CH2:16][N:14]([CH3:15])[C@H:11]1[CH2:12][CH2:13][NH:9][CH2:10]1. (6) Given the reactants [Cl:1][C:2]1[CH:3]=[C:4]([N:9]2[CH2:15][CH:14]3[CH:11]([CH2:12][NH:13]3)[CH2:10]2)[CH:5]=[N:6][C:7]=1[Cl:8].[C:16]([OH:23])(=[O:22])/[CH:17]=[CH:18]/[C:19]([OH:21])=[O:20].O.N, predict the reaction product. The product is: [C:16]([OH:23])(=[O:22])/[CH:17]=[CH:18]/[C:19]([OH:21])=[O:20].[Cl:1][C:2]1[CH:3]=[C:4]([N:9]2[CH2:15][C@@H:14]3[C@@H:11]([CH2:12][NH:13]3)[CH2:10]2)[CH:5]=[N:6][C:7]=1[Cl:8].